From a dataset of Reaction yield outcomes from USPTO patents with 853,638 reactions. Predict the reaction yield, written as a fraction of the theoretical maximum amount of product (1.0 means a 100% yield; for example, 0.34 means a 34% yield). (1) The reactants are [NH2:1][CH2:2][C:3]1[CH:8]=[CH:7][C:6]([C:9]([N:11]2[CH2:17][C:16]3([CH3:19])[CH2:18][CH:12]2[CH2:13][C:14]([CH3:21])([CH3:20])[CH2:15]3)=[O:10])=[CH:5][CH:4]=1.[C:22](Cl)(=[O:29])[C:23]1[CH:28]=[CH:27][CH:26]=[CH:25][CH:24]=1. The catalyst is C(Cl)Cl. The product is [CH3:19][C:16]12[CH2:18][CH:12]([N:11]([C:9]([C:6]3[CH:5]=[CH:4][C:3]([CH2:2][NH:1][C:22](=[O:29])[C:23]4[CH:28]=[CH:27][CH:26]=[CH:25][CH:24]=4)=[CH:8][CH:7]=3)=[O:10])[CH2:17]1)[CH2:13][C:14]([CH3:21])([CH3:20])[CH2:15]2. The yield is 0.700. (2) The yield is 0.390. The reactants are Br[C:2]1[N:7]=[C:6]([O:8][CH3:9])[C:5]([NH2:10])=[CH:4][CH:3]=1.[CH3:11][PH:12](=[O:14])[CH3:13].CC1(C)C2C(=C(P(C3C=CC=CC=3)C3C=CC=CC=3)C=CC=2)OC2C(P(C3C=CC=CC=3)C3C=CC=CC=3)=CC=CC1=2.P([O-])([O-])([O-])=O.[K+].[K+].[K+]. The catalyst is CN(C=O)C.C([O-])(=O)C.[Pd+2].C([O-])(=O)C. The product is [CH3:11][P:12]([C:2]1[N:7]=[C:6]([O:8][CH3:9])[C:5]([NH2:10])=[CH:4][CH:3]=1)([CH3:13])=[O:14]. (3) The reactants are F[C:2]1[CH:9]=[CH:8][C:5]([C:6]#[N:7])=[CH:4][C:3]=1[CH:10]=[O:11].[Br:12][C:13]1[CH:18]=[CH:17][C:16]([OH:19])=[CH:15][C:14]=1[CH2:20][OH:21].C(=O)([O-])[O-].[K+].[K+].C(OCC)(=O)C.O. The catalyst is CN(C)C=O. The product is [Br:12][C:13]1[CH:18]=[CH:17][C:16]([O:19][C:2]2[CH:9]=[CH:8][C:5]([C:6]#[N:7])=[CH:4][C:3]=2[CH:10]=[O:11])=[CH:15][C:14]=1[CH2:20][OH:21]. The yield is 0.820.